The task is: Binary Classification. Given a T-cell receptor sequence (or CDR3 region) and an epitope sequence, predict whether binding occurs between them.. This data is from TCR-epitope binding with 47,182 pairs between 192 epitopes and 23,139 TCRs. (1) The epitope is LLQTGIHVRVSQPSL. The TCR CDR3 sequence is CASSLALGGYNEQFF. Result: 1 (the TCR binds to the epitope). (2) The epitope is KTWGQYWQV. The TCR CDR3 sequence is CASSYGPSEQYF. Result: 0 (the TCR does not bind to the epitope). (3) The TCR CDR3 sequence is CASNIQGSGSPLHF. Result: 0 (the TCR does not bind to the epitope). The epitope is RLRAEAQVK.